Dataset: Full USPTO retrosynthesis dataset with 1.9M reactions from patents (1976-2016). Task: Predict the reactants needed to synthesize the given product. (1) Given the product [CH:12]([C:4]1[S:5][CH:6]=[C:7]2[O:8][CH2:9][CH2:1][O:2][C:3]=12)=[O:13], predict the reactants needed to synthesize it. The reactants are: [CH2:1]1[CH2:9][O:8][C:7]2[C:3](=[CH:4][S:5][CH:6]=2)[O:2]1.CN(C)[CH:12]=[O:13].P(Cl)(Cl)(Cl)=O.O. (2) Given the product [C:11]([O:10][C:8](=[O:9])[CH2:7][N:6]1[C:5]2[CH:15]=[CH:16][CH:17]=[CH:18][C:4]=2[N:3]=[C:2]1[S:1][CH:20]([C:21]1[CH:26]=[CH:25][CH:24]=[CH:23][CH:22]=1)[CH3:27])([CH3:13])([CH3:14])[CH3:12], predict the reactants needed to synthesize it. The reactants are: [SH:1][C:2]1[N:6]([CH2:7][C:8]([O:10][C:11]([CH3:14])([CH3:13])[CH3:12])=[O:9])[C:5]2[CH:15]=[CH:16][CH:17]=[CH:18][C:4]=2[N:3]=1.Br[CH2:20][C:21]1[CH:26]=[CH:25][CH:24]=[CH:23][CH:22]=1.[C:27]([O-])([O-])=O.[K+].[K+]. (3) The reactants are: Br[C:2]1C(Cl)=NC(Cl)=NC=1.[Br:10][C:11]1[C:12]([NH:18][CH:19]([CH:29]([CH3:31])[CH3:30])[CH2:20][NH:21][C:22](=[O:28])[O:23][C:24]([CH3:27])([CH3:26])[CH3:25])=[N:13][C:14]([Cl:17])=[N:15][CH:16]=1. Given the product [Br:10][C:11]1[C:12]([NH:18][C@@H:19]([CH:29]([CH3:31])[CH2:30][CH3:2])[CH2:20][NH:21][C:22](=[O:28])[O:23][C:24]([CH3:25])([CH3:26])[CH3:27])=[N:13][C:14]([Cl:17])=[N:15][CH:16]=1, predict the reactants needed to synthesize it. (4) The reactants are: Br[C:2]1[N:6]([CH2:7][C:8]([F:11])([F:10])[F:9])[N:5]=[CH:4][C:3]=1[N+:12]([O-:14])=[O:13].[CH3:15][CH:16]1[CH2:21][NH:20][CH2:19][CH2:18][N:17]1[C:22]([O:24][C:25]([CH3:28])([CH3:27])[CH3:26])=[O:23].CCN(C(C)C)C(C)C. Given the product [CH3:15][CH:16]1[CH2:21][N:20]([C:2]2[N:6]([CH2:7][C:8]([F:11])([F:10])[F:9])[N:5]=[CH:4][C:3]=2[N+:12]([O-:14])=[O:13])[CH2:19][CH2:18][N:17]1[C:22]([O:24][C:25]([CH3:26])([CH3:28])[CH3:27])=[O:23], predict the reactants needed to synthesize it. (5) Given the product [N:1]1[CH:6]=[CH:5][CH:4]=[N:3][C:2]=1[C:7]1[CH:12]=[C:11]([CH2:10][NH:13][C:14](=[O:20])[O:15][C:16]([CH3:18])([CH3:17])[CH3:19])[O:9][N:8]=1, predict the reactants needed to synthesize it. The reactants are: [N:1]1[CH:6]=[CH:5][CH:4]=[N:3][C:2]=1/[CH:7]=[N:8]/[OH:9].[CH2:10]([NH:13][C:14](=[O:20])[O:15][C:16]([CH3:19])([CH3:18])[CH3:17])[C:11]#[CH:12].Cl[O-].[Na+]. (6) Given the product [CH:15]1([S:18][C:19]2[CH:24]=[CH:23][C:22]([CH:25]([OH:26])[C:27]3[NH:32][C:31](=[O:33])[C:30]([C:34]([F:36])([F:35])[F:37])=[CH:29][CH:28]=3)=[CH:21][CH:20]=2)[CH2:17][CH2:16]1, predict the reactants needed to synthesize it. The reactants are: C(O[BH-](OC(=O)C)OC(=O)C)(=O)C.[Na+].[CH:15]1([S:18][C:19]2[CH:24]=[CH:23][C:22]([C:25]([C:27]3[NH:32][C:31](=[O:33])[C:30]([C:34]([F:37])([F:36])[F:35])=[CH:29][CH:28]=3)=[O:26])=[CH:21][CH:20]=2)[CH2:17][CH2:16]1.[Cl-].[NH4+]. (7) Given the product [CH3:33][O:32][C:30]1[CH:29]=[C:28]([CH2:34][CH2:35][C:36]2[CH:37]=[C:38]([NH:41][C:19]([C:16]3[CH:17]=[N:18][C:13]([N:10]4[CH2:11][CH2:12][N:7]([CH2:5][CH3:6])[CH:8]([CH3:23])[CH2:9]4)=[N:14][CH:15]=3)=[O:21])[NH:39][N:40]=2)[CH:27]=[C:26]([O:25][CH3:24])[CH:31]=1, predict the reactants needed to synthesize it. The reactants are: C[Al](C)C.[CH2:5]([N:7]1[CH2:12][CH2:11][N:10]([C:13]2[N:18]=[CH:17][C:16]([C:19]([O:21]C)=O)=[CH:15][N:14]=2)[CH2:9][CH:8]1[CH3:23])[CH3:6].[CH3:24][O:25][C:26]1[CH:27]=[C:28]([CH2:34][CH2:35][C:36]2[CH:37]=[C:38]([NH2:41])[NH:39][N:40]=2)[CH:29]=[C:30]([O:32][CH3:33])[CH:31]=1. (8) Given the product [CH3:26][S:27]([O:1][CH2:2][C@@H:3]([NH:11][C:12]([O:13][C:14]([CH3:15])([CH3:17])[CH3:16])=[O:18])[CH2:4][CH:5]1[CH2:10][CH2:9][CH2:8][CH2:7][O:6]1)(=[O:29])=[O:28], predict the reactants needed to synthesize it. The reactants are: [OH:1][CH2:2][C@@H:3]([NH:11][C:12](=[O:18])[O:13][C:14]([CH3:17])([CH3:16])[CH3:15])[CH2:4][CH:5]1[CH2:10][CH2:9][CH2:8][CH2:7][O:6]1.CCN(CC)CC.[CH3:26][S:27](Cl)(=[O:29])=[O:28]. (9) Given the product [Br:1][C:2]1[N:7]=[C:6]([C:8]([NH:10][C:11]2[C:16]([CH2:17][CH3:18])=[CH:15][CH:14]=[CH:13][C:12]=2[CH2:19][CH3:20])([CH3:21])[CH3:9])[CH:5]=[CH:4][CH:3]=1, predict the reactants needed to synthesize it. The reactants are: [Br:1][C:2]1[N:7]=[C:6]([C:8](=[N:10][C:11]2[C:16]([CH2:17][CH3:18])=[CH:15][CH:14]=[CH:13][C:12]=2[CH2:19][CH3:20])[CH3:9])[CH:5]=[CH:4][CH:3]=1.[CH3:21][Al](C)C.[OH-].[K+]. (10) Given the product [Cl:1][C:2]1[C:7](=[O:8])[N:6]([C:9]2[CH:10]=[C:11]([CH:19]=[CH:20][C:21]=2[CH3:22])[C:12]([NH:14][CH2:15][C@@H:16]([OH:17])[CH2:36][OH:37])=[O:13])[CH:5]=[N:4][C:3]=1[O:23][CH2:24][C:25]1[CH:30]=[CH:29][C:28]([F:31])=[CH:27][C:26]=1[F:32], predict the reactants needed to synthesize it. The reactants are: [Cl:1][C:2]1[C:7](=[O:8])[N:6]([C:9]2[CH:10]=[C:11]([CH:19]=[CH:20][C:21]=2[CH3:22])[C:12]([NH:14][CH2:15][C:16](N)=[O:17])=[O:13])[CH:5]=[N:4][C:3]=1[O:23][CH2:24][C:25]1[CH:30]=[CH:29][C:28]([F:31])=[CH:27][C:26]=1[F:32].Cl.NC[C:36](N)=[O:37].